From a dataset of Full USPTO retrosynthesis dataset with 1.9M reactions from patents (1976-2016). Predict the reactants needed to synthesize the given product. (1) Given the product [CH:1]1([NH:6][CH2:7][C:8]2[CH:17]=[C:16]3[C:11]([C@H:12]([N:18]4[CH:22]=[C:21]([CH2:23][C@@H:24]([NH:28][S:29]([C:32]5[CH:37]=[CH:36][C:35]([CH3:38])=[CH:34][CH:33]=5)(=[O:30])=[O:31])[C:25]([NH2:43])=[O:26])[N:20]=[N:19]4)[CH2:13][CH2:14][O:15]3)=[CH:10][CH:9]=2)[CH2:5][CH2:4][CH2:3][CH2:2]1, predict the reactants needed to synthesize it. The reactants are: [CH:1]1([NH:6][CH2:7][C:8]2[CH:17]=[C:16]3[C:11]([C@H:12]([N:18]4[CH:22]=[C:21]([CH2:23][C@@H:24]([NH:28][S:29]([C:32]5[CH:37]=[CH:36][C:35]([CH3:38])=[CH:34][CH:33]=5)(=[O:31])=[O:30])[C:25](O)=[O:26])[N:20]=[N:19]4)[CH2:13][CH2:14][O:15]3)=[CH:10][CH:9]=2)[CH2:5][CH2:4][CH2:3][CH2:2]1.C1C=[N:43]C2N(O)N=NC=2C=1.CCN(C(C)C)C(C)C.[NH4+].[Cl-].CCN=C=NCCCN(C)C. (2) Given the product [CH2:19]([N:26]([CH2:30][C:31]#[CH:32])[CH2:27][CH2:28][O:1][C:2]1[CH:11]=[C:10]2[C:5]([C:6](=[O:18])[CH:7]=[C:8]([C:12]3[CH:17]=[CH:16][CH:15]=[CH:14][CH:13]=3)[O:9]2)=[CH:4][CH:3]=1)[C:20]1[CH:25]=[CH:24][CH:23]=[CH:22][CH:21]=1, predict the reactants needed to synthesize it. The reactants are: [OH:1][C:2]1[CH:11]=[C:10]2[C:5]([C:6](=[O:18])[CH:7]=[C:8]([C:12]3[CH:17]=[CH:16][CH:15]=[CH:14][CH:13]=3)[O:9]2)=[CH:4][CH:3]=1.[CH2:19]([N:26]([CH2:30][C:31]#[CH:32])[CH2:27][CH2:28]O)[C:20]1[CH:25]=[CH:24][CH:23]=[CH:22][CH:21]=1.C1C=CC(P(C2C=CC=CC=2)C2C=CC=CC=2)=CC=1.CC(OC(/N=N/C(OC(C)C)=O)=O)C. (3) Given the product [F:1][C:2]1[CH:7]=[CH:6][C:5]([P:11]([C:5]2[CH:6]=[CH:7][C:2]([F:1])=[CH:3][CH:4]=2)[C:12]2[CH:17]=[CH:16][CH:15]=[CH:14][C:13]=2[P:18]([C:5]2[CH:6]=[CH:7][C:2]([F:1])=[CH:3][CH:4]=2)[C:5]2[CH:6]=[CH:7][C:2]([F:1])=[CH:3][CH:4]=2)=[CH:4][CH:3]=1, predict the reactants needed to synthesize it. The reactants are: [F:1][C:2]1[CH:7]=[CH:6][C:5]([Mg]Br)=[CH:4][CH:3]=1.Cl[P:11](Cl)[C:12]1[CH:17]=[CH:16][CH:15]=[CH:14][C:13]=1[P:18](Cl)Cl.